From a dataset of Full USPTO retrosynthesis dataset with 1.9M reactions from patents (1976-2016). Predict the reactants needed to synthesize the given product. The reactants are: [F:1][C:2]1[CH:7]=[CH:6][C:5]([B:8]2[O:12][C:11]([CH3:14])([CH3:13])[C:10]([CH3:16])([CH3:15])[O:9]2)=[CH:4][C:3]=1[OH:17].I[CH2:19][C:20]12[O:26][CH:23]([CH2:24][CH2:25]1)[CH2:22][CH2:21]2.C([O-])([O-])=O.[K+].[K+]. Given the product [F:1][C:2]1[CH:7]=[CH:6][C:5]([B:8]2[O:12][C:11]([CH3:13])([CH3:14])[C:10]([CH3:16])([CH3:15])[O:9]2)=[CH:4][C:3]=1[O:17][CH2:19][C:20]12[O:26][CH:23]([CH2:24][CH2:25]1)[CH2:22][CH2:21]2, predict the reactants needed to synthesize it.